From a dataset of Forward reaction prediction with 1.9M reactions from USPTO patents (1976-2016). Predict the product of the given reaction. (1) Given the reactants [O:1]=[C:2]1[CH2:7][CH2:6][NH:5][CH2:4][CH:3]1[C:8]([O:10][CH3:11])=[O:9].C(N(CC)CC)C.[C:19](O[C:19]([O:21][C:22]([CH3:25])([CH3:24])[CH3:23])=[O:20])([O:21][C:22]([CH3:25])([CH3:24])[CH3:23])=[O:20], predict the reaction product. The product is: [CH3:23][C:22]([O:21][C:19]([N:5]1[CH2:4][CH:3]([C:8]([O:10][CH3:11])=[O:9])[C:2](=[O:1])[CH2:7][CH2:6]1)=[O:20])([CH3:25])[CH3:24]. (2) Given the reactants [CH2:1]([O:8][C:9]([NH:11][C@@H:12]([CH2:16][NH:17][C:18]([O:20][C:21]([CH3:24])([CH3:23])[CH3:22])=[O:19])[C:13]([OH:15])=O)=[O:10])[C:2]1[CH:7]=[CH:6][CH:5]=[CH:4][CH:3]=1.S(O)(O)(=O)=O.[CH3:30][N:31]1[C:35]([NH2:36])=[C:34]([NH2:37])[CH:33]=[N:32]1.C(N(CC)CC)C.Cl.CN(C)CCCN=C=NCC, predict the reaction product. The product is: [NH2:36][C:35]1[N:31]([CH3:30])[N:32]=[CH:33][C:34]=1[NH:37][C:13](=[O:15])[C@@H:12]([NH:11][C:9](=[O:10])[O:8][CH2:1][C:2]1[CH:3]=[CH:4][CH:5]=[CH:6][CH:7]=1)[CH2:16][NH:17][C:18](=[O:19])[O:20][C:21]([CH3:24])([CH3:23])[CH3:22]. (3) Given the reactants [CH2:1]([C:5]1[C:13]2[C:8](=[CH:9][CH:10]=[C:11]([C:14]([O:16]CC)=[O:15])[CH:12]=2)[NH:7][CH:6]=1)[CH2:2][CH2:3][CH3:4].[OH-].[Na+].Cl, predict the reaction product. The product is: [CH2:1]([C:5]1[C:13]2[C:8](=[CH:9][CH:10]=[C:11]([C:14]([OH:16])=[O:15])[CH:12]=2)[NH:7][CH:6]=1)[CH2:2][CH2:3][CH3:4].